Task: Predict which catalyst facilitates the given reaction.. Dataset: Catalyst prediction with 721,799 reactions and 888 catalyst types from USPTO Reactant: [OH:1][C:2]1[C:11]2[N:10]=[CH:9][CH:8]=[CH:7][C:6]=2[C:5](=[O:12])[NH:4][C:3]=1[C:13]([O:15][CH3:16])=[O:14].C(N(C(C)C)CC)(C)C.[C:26](O[C:26](=[O:33])[C:27]1[CH:32]=[CH:31][CH:30]=[CH:29][CH:28]=1)(=[O:33])[C:27]1[CH:32]=[CH:31][CH:30]=[CH:29][CH:28]=1. Product: [C:26]([O:1][C:2]1[C:11]2[N:10]=[CH:9][CH:8]=[CH:7][C:6]=2[C:5](=[O:12])[NH:4][C:3]=1[C:13]([O:15][CH3:16])=[O:14])(=[O:33])[C:27]1[CH:32]=[CH:31][CH:30]=[CH:29][CH:28]=1. The catalyst class is: 174.